From a dataset of Catalyst prediction with 721,799 reactions and 888 catalyst types from USPTO. Predict which catalyst facilitates the given reaction. (1) Reactant: [C:1]([N:8]1[C@@:12]([CH3:16])([C:13]([OH:15])=O)[CH2:11][O:10][C:9]1([CH3:18])[CH3:17])([O:3][C:4]([CH3:7])([CH3:6])[CH3:5])=[O:2].CN(C(ON1N=NC2C=CC=NC1=2)=[N+](C)C)C.F[P-](F)(F)(F)(F)F.CCN(C(C)C)C(C)C.[CH2:52]([O:59][C:60]1[CH:61]=[C:62]([S:66][C:67]2[CH:76]=[CH:75][C:70]([C:71]([NH:73][NH2:74])=[O:72])=[CH:69][C:68]=2[C:77]([F:80])([F:79])[F:78])[CH:63]=[CH:64][CH:65]=1)[C:53]1[CH:58]=[CH:57][CH:56]=[CH:55][CH:54]=1. Product: [CH2:52]([O:59][C:60]1[CH:61]=[C:62]([S:66][C:67]2[CH:76]=[CH:75][C:70]([C:71]([NH:73][NH:74][C:13]([C@@:12]3([CH3:16])[CH2:11][O:10][C:9]([CH3:18])([CH3:17])[N:8]3[C:1]([O:3][C:4]([CH3:5])([CH3:6])[CH3:7])=[O:2])=[O:15])=[O:72])=[CH:69][C:68]=2[C:77]([F:80])([F:78])[F:79])[CH:63]=[CH:64][CH:65]=1)[C:53]1[CH:54]=[CH:55][CH:56]=[CH:57][CH:58]=1. The catalyst class is: 59. (2) Reactant: N1([CH:7]=[C:8]([C:11]([N:13]2[CH2:18][CH2:17][O:16][CH2:15][CH2:14]2)=[S:12])[C:9]#[N:10])CCOCC1.I[CH2:20][C:21]([O:23][CH2:24][CH3:25])=[O:22].CCN(C(C)C)C(C)C. Product: [C:9]([C:8]1[CH:7]=[C:20]([C:21]([O:23][CH2:24][CH3:25])=[O:22])[S:12][C:11]=1[N:13]1[CH2:14][CH2:15][O:16][CH2:17][CH2:18]1)#[N:10]. The catalyst class is: 10. (3) Reactant: [Cl:1][C:2]1[CH:7]=[CH:6][C:5]([S:8]([N:11]2[C@H:16]([C:17]([OH:19])=O)[CH2:15][CH2:14][CH2:13][C@@H:12]2[C:20]([OH:22])=O)(=[O:10])=[O:9])=[CH:4][CH:3]=1.[NH2:23][C:24]1[CH:29]=[CH:28][CH:27]=[CH:26][CH:25]=1.CCN(CC)CC.CN(C(ON1N=NC2C=CC=NC1=2)=[N+](C)C)C.F[P-](F)(F)(F)(F)F. Product: [Cl:1][C:2]1[CH:3]=[CH:4][C:5]([S:8]([N:11]2[CH:16]3[CH2:15][CH2:14][CH2:13][CH:12]2[C:20](=[O:22])[N:23]([C:24]2[CH:29]=[CH:28][CH:27]=[CH:26][CH:25]=2)[C:17]3=[O:19])(=[O:9])=[O:10])=[CH:6][CH:7]=1. The catalyst class is: 18. (4) Reactant: [CH2:1]([O:3][C:4](=[O:25])[C:5]([CH3:24])([O:17][C:18]1[CH:23]=[CH:22][CH:21]=[CH:20][CH:19]=1)[CH2:6][C:7]1[CH:12]=[CH:11][C:10]([OH:13])=[C:9]([CH2:14][CH:15]=[CH2:16])[CH:8]=1)[CH3:2]. Product: [CH2:1]([O:3][C:4](=[O:25])[C:5]([CH3:24])([O:17][C:18]1[CH:23]=[CH:22][CH:21]=[CH:20][CH:19]=1)[CH2:6][C:7]1[CH:12]=[CH:11][C:10]([OH:13])=[C:9]([CH2:14][CH2:15][CH3:16])[CH:8]=1)[CH3:2]. The catalyst class is: 29. (5) Reactant: Cl.[CH3:2][N:3]([CH3:35])[C:4]1([C:29]2[CH:34]=[CH:33][CH:32]=[CH:31][CH:30]=2)[CH2:9][CH2:8][CH:7]([NH:10][C:11]([N:13]2[CH2:18][CH2:17][CH2:16][CH:15]([C:19]3[C:27]4[C:22](=[CH:23][CH:24]=[C:25]([F:28])[CH:26]=4)[NH:21][CH:20]=3)[CH2:14]2)=[O:12])[CH2:6][CH2:5]1.[Cl:36][Si](C)(C)C. Product: [ClH:36].[CH3:2][N:3]([CH3:35])[C:4]1([C:29]2[CH:34]=[CH:33][CH:32]=[CH:31][CH:30]=2)[CH2:9][CH2:8][CH:7]([NH:10][C:11]([N:13]2[CH2:18][CH2:17][CH2:16][CH:15]([C:19]3[C:27]4[C:22](=[CH:23][CH:24]=[C:25]([F:28])[CH:26]=4)[NH:21][CH:20]=3)[CH2:14]2)=[O:12])[CH2:6][CH2:5]1.[CH3:2][N:3]([CH3:35])[C:4]1([C:29]2[CH:34]=[CH:33][CH:32]=[CH:31][CH:30]=2)[CH2:9][CH2:8][CH:7]([NH:10][C:11]([N:13]2[CH2:18][CH2:17][CH2:16][CH:15]([C:19]3[C:27]4[C:22](=[CH:23][CH:24]=[C:25]([F:28])[CH:26]=4)[NH:21][CH:20]=3)[CH2:14]2)=[O:12])[CH2:6][CH2:5]1. The catalyst class is: 573.